This data is from Reaction yield outcomes from USPTO patents with 853,638 reactions. The task is: Predict the reaction yield, written as a fraction of the theoretical maximum amount of product (1.0 means a 100% yield; for example, 0.34 means a 34% yield). (1) The reactants are [F:1][C:2]1[C:7]2[NH:8]C(=O)[O:10][C:11](=O)[C:6]=2[CH:5]=[CH:4][CH:3]=1.[Br:14][C:15]1[C:16]([CH3:22])=[C:17]([CH:19]=[CH:20][CH:21]=1)[NH2:18]. No catalyst specified. The product is [NH2:8][C:7]1[C:2]([F:1])=[CH:3][CH:4]=[CH:5][C:6]=1[C:11]([NH:18][C:17]1[CH:19]=[CH:20][CH:21]=[C:15]([Br:14])[C:16]=1[CH3:22])=[O:10]. The yield is 0.840. (2) The catalyst is C(O)C. The product is [CH3:1][N:2]1[CH2:6][C:5]23[CH:11]([CH2:12][CH2:13][CH:4]2[CH2:3]1)[C:10]1[CH:14]=[CH:15][C:16]([C:18]2[CH:19]=[C:20]([C:24](=[N:28][OH:29])[CH3:25])[CH:21]=[CH:22][CH:23]=2)=[CH:17][C:9]=1[CH2:8][CH2:7]3. The yield is 0.183. The reactants are [CH3:1][N:2]1[CH2:6][C:5]23[CH:11]([CH2:12][CH2:13][CH:4]2[CH2:3]1)[C:10]1[CH:14]=[CH:15][C:16]([C:18]2[CH:19]=[C:20]([C:24](=O)[CH3:25])[CH:21]=[CH:22][CH:23]=2)=[CH:17][C:9]=1[CH2:8][CH2:7]3.Cl.[NH2:28][OH:29].N1C=CC=CC=1. (3) The reactants are [Br:1][C:2]1[C:7]([CH:8]=[CH:9][O:10]C)=[CH:6][CH:5]=[CH:4][N:3]=1. The catalyst is C(O)=O. The product is [Br:1][C:2]1[C:7]([CH2:8][CH:9]=[O:10])=[CH:6][CH:5]=[CH:4][N:3]=1. The yield is 0.530. (4) The reactants are [C:1]([O:5][C:6]([NH:8][CH2:9][CH2:10][CH2:11][CH2:12][CH2:13][C:14]([OH:16])=O)=[O:7])([CH3:4])([CH3:3])[CH3:2].C(N(CC)CC)C.[B-](F)(F)(F)F.CN(C(ON1C(=O)CCC1=O)=[N+](C)C)C.[Cl-].[NH3+:45][C:46]([CH3:65])([CH3:64])[CH2:47][O:48][C:49]1[CH:58]=[CH:57][CH:56]=[C:55]2[C:50]=1[C:51]([NH3+:63])=[C:52]([C:60]([OH:62])=[O:61])[C:53]([CH3:59])=[N:54]2.[Cl-]. The catalyst is CN(C=O)C. The product is [NH2:63][C:51]1[C:50]2[C:55](=[CH:56][CH:57]=[CH:58][C:49]=2[O:48][CH2:47][C:46]([NH:45][C:14](=[O:16])[CH2:13][CH2:12][CH2:11][CH2:10][CH2:9][NH:8][C:6]([O:5][C:1]([CH3:2])([CH3:3])[CH3:4])=[O:7])([CH3:65])[CH3:64])[N:54]=[C:53]([CH3:59])[C:52]=1[C:60]([OH:62])=[O:61]. The yield is 0.450. (5) The reactants are [N:1]1[S:2][CH:3]=[C:4]2[C:9]([C:10](OC)=[O:11])=[CH:8][CH:7]=[CH:6][C:5]=12.[H-].C([Al+]CC(C)C)C(C)C.O. The catalyst is O1CCCC1. The product is [N:1]1[S:2][CH:3]=[C:4]2[C:9]([CH2:10][OH:11])=[CH:8][CH:7]=[CH:6][C:5]=12. The yield is 0.980. (6) The reactants are [Br:1][C:2]1[CH:3]=[C:4]([O:10]C)[C:5](=[O:9])[N:6]([CH3:8])[CH:7]=1.B(Br)(Br)Br. The catalyst is C(Cl)Cl. The product is [Br:1][C:2]1[CH:3]=[C:4]([OH:10])[C:5](=[O:9])[N:6]([CH3:8])[CH:7]=1. The yield is 0.570. (7) The reactants are Br[C:2]([CH3:13])([C:8]([O:10][CH2:11][CH3:12])=[O:9])[C:3]([O:5][CH2:6][CH3:7])=[O:4].[F-].[K+].[N+:16]([C:19]1[CH:20]=[C:21]([OH:25])[CH:22]=[CH:23][CH:24]=1)([O-:18])=[O:17]. The catalyst is CN(C=O)C.O. The product is [CH3:13][C:2]([O:25][C:21]1[CH:22]=[CH:23][CH:24]=[C:19]([N+:16]([O-:18])=[O:17])[CH:20]=1)([C:8]([O:10][CH2:11][CH3:12])=[O:9])[C:3]([O:5][CH2:6][CH3:7])=[O:4]. The yield is 0.800. (8) The reactants are [OH:1][C:2]1[N:7]([C:8]2[CH:13]=[CH:12][CH:11]=[C:10]([C:14]([F:17])([F:16])[F:15])[CH:9]=2)[C:6](=[O:18])[N:5]([CH2:19][C:20]2[CH:25]=[CH:24][CH:23]=[CH:22][CH:21]=2)[C:4](=[O:26])[C:3]=1[C:27](OCC)=[O:28].C1CCN2C(=NCCC2)CC1.[NH2:43][CH2:44][C:45]([OH:47])=[O:46]. The catalyst is C(O)C.Cl. The product is [OH:1][C:2]1[N:7]([C:8]2[CH:13]=[CH:12][CH:11]=[C:10]([C:14]([F:15])([F:16])[F:17])[CH:9]=2)[C:6](=[O:18])[N:5]([CH2:19][C:20]2[CH:21]=[CH:22][CH:23]=[CH:24][CH:25]=2)[C:4](=[O:26])[C:3]=1[C:27]([NH:43][CH2:44][C:45]([OH:47])=[O:46])=[O:28]. The yield is 0.130. (9) The reactants are [NH2:1][CH2:2][C:3]1[CH:18]=[CH:17][C:6]([CH2:7][C:8]2[CH:13]=[CH:12][C:11]([N+:14]([O-:16])=[O:15])=[CH:10][CH:9]=2)=[CH:5][CH:4]=1.[CH3:19][O:20][C:21]1[CH:26]=[CH:25][C:24]([S:27](Cl)(=[O:29])=[O:28])=[CH:23][CH:22]=1.C(N(CC)CC)C.Cl. The catalyst is ClCCl. The product is [CH3:19][O:20][C:21]1[CH:22]=[CH:23][C:24]([S:27]([NH:1][CH2:2][C:3]2[CH:18]=[CH:17][C:6]([CH2:7][C:8]3[CH:13]=[CH:12][C:11]([N+:14]([O-:16])=[O:15])=[CH:10][CH:9]=3)=[CH:5][CH:4]=2)(=[O:29])=[O:28])=[CH:25][CH:26]=1. The yield is -1.00. (10) The reactants are [Mg].II.Br[CH2:5][CH2:6]Br.Br[C:9]1[CH:18]=[CH:17][C:16]2[C:11](=[CH:12][CH:13]=[CH:14][CH:15]=2)[CH:10]=1.[P:19]([O-:26])(OCC)OCC.Cl. The catalyst is C1COCC1.C1(C)C=CC=CC=1.O. The product is [CH:10]1[C:11]2[C:16](=[CH:15][CH:14]=[CH:13][CH:12]=2)[CH:17]=[CH:18][C:9]=1[PH:19](=[O:26])[C:6]1[CH:5]=[CH:15][C:16]2[C:11](=[CH:10][CH:9]=[CH:18][CH:17]=2)[CH:12]=1. The yield is 0.530.